Dataset: Forward reaction prediction with 1.9M reactions from USPTO patents (1976-2016). Task: Predict the product of the given reaction. (1) Given the reactants [Cl:1][CH2:2][CH2:3][CH2:4][O:5][C:6]1[CH:7]=[C:8]2[C:13](=[CH:14][C:15]=1[O:16][CH3:17])[N:12]=[CH:11][NH:10][C:9]2=O.S(Cl)([Cl:21])=O, predict the reaction product. The product is: [Cl:1][CH2:2][CH2:3][CH2:4][O:5][C:6]1[CH:7]=[C:8]2[C:13](=[CH:14][C:15]=1[O:16][CH3:17])[N:12]=[CH:11][N:10]=[C:9]2[Cl:21]. (2) The product is: [NH2:16][C:10]1[O:11][CH2:12][C:13]([F:14])([F:15])[C@:8]([C:6]2[CH:7]=[C:2]([NH:1][C:30]([C:27]3[CH:26]=[CH:25][C:24]([C:23]#[C:22][CH:19]4[CH2:21][CH2:20]4)=[CH:29][N:28]=3)=[O:31])[CH:3]=[CH:4][C:5]=2[F:18])([CH3:17])[N:9]=1. Given the reactants [NH2:1][C:2]1[CH:3]=[CH:4][C:5]([F:18])=[C:6]([C@:8]2([CH3:17])[C:13]([F:15])([F:14])[CH2:12][O:11][C:10]([NH2:16])=[N:9]2)[CH:7]=1.[CH:19]1([C:22]#[C:23][C:24]2[CH:25]=[CH:26][C:27]([C:30](O)=[O:31])=[N:28][CH:29]=2)[CH2:21][CH2:20]1, predict the reaction product. (3) Given the reactants [CH:1]1([NH:6][C:7]2[C:12]([CH3:13])=[C:11]([CH3:14])[N:10]=[C:9]([NH:15][CH2:16][C:17]3[CH:22]=[CH:21][CH:20]=[CH:19][N:18]=3)[N:8]=2)[CH2:5][CH2:4][CH2:3][CH2:2]1.[CH:23]12CC(CC1)C[CH:24]2N, predict the reaction product. The product is: [CH:5]12[CH2:4][CH:3]([CH2:23][CH2:24]1)[CH2:2][CH:1]2[NH:6][C:7]1[C:12]([CH3:13])=[C:11]([CH3:14])[N:10]=[C:9]([NH:15][CH2:16][C:17]2[CH:22]=[CH:21][CH:20]=[CH:19][N:18]=2)[N:8]=1. (4) Given the reactants [C:1](Cl)(=[O:3])[CH3:2].[Cl-].[Al+3].[Cl-].[Cl-].[CH2:9]([C:11]1[CH:12]=[C:13]2[C:17](=[CH:18][CH:19]=1)[CH2:16][CH:15]([NH:20][C:21](=[O:26])[C:22]([F:25])([F:24])[F:23])[CH2:14]2)[CH3:10].C(OC(C)C)(=O)C, predict the reaction product. The product is: [C:1]([C:19]1[CH:18]=[C:17]2[C:13](=[CH:12][C:11]=1[CH2:9][CH3:10])[CH2:14][CH:15]([NH:20][C:21](=[O:26])[C:22]([F:24])([F:23])[F:25])[CH2:16]2)(=[O:3])[CH3:2].